This data is from Reaction yield outcomes from USPTO patents with 853,638 reactions. The task is: Predict the reaction yield, written as a fraction of the theoretical maximum amount of product (1.0 means a 100% yield; for example, 0.34 means a 34% yield). (1) The reactants are [CH2:1]([C@@H:5]1[NH:10][CH2:9][C@H:8]([CH2:11][CH:12]([CH3:14])[CH3:13])[NH:7][C:6]1=[O:15])[CH:2]([CH3:4])[CH3:3].[F:16][C:17]1[CH:22]=[C:21]([F:23])[CH:20]=[CH:19][C:18]=1[CH:24]=[CH:25][C:26](O)=[O:27].C([C@@H]1N(C(=O)/C=C/C2C=CC=CC=2)C[C@H](CC(C)C)NC1=O)C(C)C. No catalyst specified. The product is [F:16][C:17]1[CH:22]=[C:21]([F:23])[CH:20]=[CH:19][C:18]=1[CH:24]=[CH:25][C:26]([N:10]1[CH2:9][C@H:8]([CH2:11][CH:12]([CH3:14])[CH3:13])[NH:7][C:6](=[O:15])[C@@H:5]1[CH2:1][CH:2]([CH3:4])[CH3:3])=[O:27]. The yield is 0.781. (2) The reactants are Cl[C:2]([C:5]([C:8]([C:11]([CH2:14][C:15]([S:18]([F:21])(=[O:20])=[O:19])([F:17])[F:16])([Cl:13])[F:12])([F:10])[F:9])(Cl)[F:6])([F:4])[F:3]. The catalyst is CN(C=O)C.[Zn]. The product is [Cl:13][C:11]([F:12])([C:8]([F:9])([F:10])[C:5]([F:6])=[C:2]([F:4])[F:3])[CH2:14][C:15]([F:17])([F:16])[S:18]([F:21])(=[O:19])=[O:20]. The yield is 0.630. (3) The reactants are [O:1]([C:8]1[C:13]2=[C:14]([CH3:18])[C:15]([OH:17])=[CH:16][N:12]2[N:11]=[CH:10][N:9]=1)[C:2]1[CH:7]=[CH:6][CH:5]=[CH:4][CH:3]=1.Br[CH2:20][CH2:21][CH2:22]Br.C([O-])([O-])=O.[K+].[K+].[CH3:30][S:31]([NH2:34])(=[O:33])=[O:32]. The catalyst is CN(C=O)C.ClCCl. The product is [CH3:18][C:14]1[C:15]([O:17][CH2:20][CH2:21][CH2:22][NH:34][S:31]([CH3:30])(=[O:33])=[O:32])=[CH:16][N:12]2[C:13]=1[C:8]([O:1][C:2]1[CH:3]=[CH:4][CH:5]=[CH:6][CH:7]=1)=[N:9][CH:10]=[N:11]2. The yield is 0.810. (4) The reactants are [C:1]([O:4][CH2:5][C@@H:6]1[C@@H:13]2[C@@H:9]([O:10][C:11]([CH3:15])([CH3:14])[O:12]2)[C@H:8]([N:16]2[CH:24]=[N:23][C:22]3[C:17]2=[N:18][CH:19]=[N:20][C:21]=3Cl)[CH2:7]1)(=[O:3])[CH3:2].[Br-].[CH2:27]([Zn+])[CH:28]([CH3:30])[CH3:29]. The catalyst is C1COCC1.C1C=CC([P]([Pd]([P](C2C=CC=CC=2)(C2C=CC=CC=2)C2C=CC=CC=2)([P](C2C=CC=CC=2)(C2C=CC=CC=2)C2C=CC=CC=2)[P](C2C=CC=CC=2)(C2C=CC=CC=2)C2C=CC=CC=2)(C2C=CC=CC=2)C2C=CC=CC=2)=CC=1. The product is [C:1]([O:4][CH2:5][C@@H:6]1[C@@H:13]2[C@@H:9]([O:10][C:11]([CH3:15])([CH3:14])[O:12]2)[C@H:8]([N:16]2[CH:24]=[N:23][C:22]3[C:17]2=[N:18][CH:19]=[N:20][C:21]=3[CH2:27][CH:28]([CH3:30])[CH3:29])[CH2:7]1)(=[O:3])[CH3:2]. The yield is 0.450. (5) The reactants are [C:1]([O:5][C:6]([N:8]1[CH2:13][CH2:12][N:11]([C:14]2[C:19]([O:20]CC3C=CC=CC=3)=[CH:18][N:17]=[CH:16][N:15]=2)[CH2:10][CH2:9]1)=[O:7])([CH3:4])([CH3:3])[CH3:2]. The catalyst is CO.[Pd]. The product is [C:1]([O:5][C:6]([N:8]1[CH2:9][CH2:10][N:11]([C:14]2[C:19]([OH:20])=[CH:18][N:17]=[CH:16][N:15]=2)[CH2:12][CH2:13]1)=[O:7])([CH3:4])([CH3:2])[CH3:3]. The yield is 0.950.